This data is from NCI-60 drug combinations with 297,098 pairs across 59 cell lines. The task is: Regression. Given two drug SMILES strings and cell line genomic features, predict the synergy score measuring deviation from expected non-interaction effect. (1) Drug 1: C1CC(=O)NC(=O)C1N2CC3=C(C2=O)C=CC=C3N. Drug 2: CC1=CC2C(CCC3(C2CCC3(C(=O)C)OC(=O)C)C)C4(C1=CC(=O)CC4)C. Cell line: NCI-H522. Synergy scores: CSS=2.01, Synergy_ZIP=-1.22, Synergy_Bliss=-1.45, Synergy_Loewe=-1.82, Synergy_HSA=-1.11. (2) Drug 1: C(=O)(N)NO. Drug 2: COC1=C2C(=CC3=C1OC=C3)C=CC(=O)O2. Cell line: HCC-2998. Synergy scores: CSS=14.0, Synergy_ZIP=2.32, Synergy_Bliss=4.26, Synergy_Loewe=-8.34, Synergy_HSA=1.52. (3) Drug 1: C1=NC2=C(N1)C(=S)N=C(N2)N. Drug 2: C1C(C(OC1N2C=NC(=NC2=O)N)CO)O. Cell line: MDA-MB-231. Synergy scores: CSS=13.7, Synergy_ZIP=-11.3, Synergy_Bliss=-7.76, Synergy_Loewe=-5.35, Synergy_HSA=-4.59. (4) Drug 1: C1=CC(=CC=C1CC(C(=O)O)N)N(CCCl)CCCl.Cl. Synergy scores: CSS=52.7, Synergy_ZIP=4.01, Synergy_Bliss=4.57, Synergy_Loewe=-7.52, Synergy_HSA=6.69. Drug 2: CC1=C(C(=O)C2=C(C1=O)N3CC4C(C3(C2COC(=O)N)OC)N4)N. Cell line: ACHN. (5) Drug 1: B(C(CC(C)C)NC(=O)C(CC1=CC=CC=C1)NC(=O)C2=NC=CN=C2)(O)O. Drug 2: CC(C)(C#N)C1=CC=C(C=C1)N2C3=C4C=C(C=CC4=NC=C3N(C2=O)C)C5=CC6=CC=CC=C6N=C5. Cell line: UACC62. Synergy scores: CSS=65.7, Synergy_ZIP=2.50, Synergy_Bliss=2.17, Synergy_Loewe=1.77, Synergy_HSA=5.25. (6) Drug 1: C1CNP(=O)(OC1)N(CCCl)CCCl. Drug 2: CC(C)CN1C=NC2=C1C3=CC=CC=C3N=C2N. Cell line: SF-268. Synergy scores: CSS=-7.81, Synergy_ZIP=6.29, Synergy_Bliss=7.61, Synergy_Loewe=-6.12, Synergy_HSA=-1.34.